Dataset: Full USPTO retrosynthesis dataset with 1.9M reactions from patents (1976-2016). Task: Predict the reactants needed to synthesize the given product. (1) Given the product [NH2:1][CH2:2][CH2:3][NH:4][CH2:5][CH:6]([CH2:13][CH2:14][O:15][CH2:16][C:17]1[CH:18]=[CH:19][CH:20]=[CH:21][CH:22]=1)[CH2:7][NH:9][CH2:10][CH2:11][NH2:12], predict the reactants needed to synthesize it. The reactants are: [NH2:1][CH2:2][CH2:3][NH:4][C:5](=O)[CH:6]([CH2:13][CH2:14][O:15][CH2:16][C:17]1[CH:22]=[CH:21][CH:20]=[CH:19][CH:18]=1)[C:7]([NH:9][CH2:10][CH2:11][NH2:12])=O. (2) Given the product [NH2:9][C@@H:10]([CH3:22])[CH2:11][C:12]1[CH:13]=[C:14]([CH:19]=[CH:20][CH:21]=1)[C:15]([O:17][CH3:18])=[O:16], predict the reactants needed to synthesize it. The reactants are: C1([C@@H]([NH:9][C@@H:10]([CH3:22])[CH2:11][C:12]2[CH:13]=[C:14]([CH:19]=[CH:20][CH:21]=2)[C:15]([O:17][CH3:18])=[O:16])C)C=CC=CC=1.C([O-])=O.[NH4+]. (3) The reactants are: [S:1]1[C:9]2[C:4](=[N:5][CH:6]=[CH:7][C:8]=2[O:10][C:11]2[CH:12]=[C:13]3[C:18](=[CH:19][CH:20]=2)[C:17]([C:21]([OH:23])=O)=[CH:16][CH:15]=[CH:14]3)[CH:3]=[CH:2]1.[CH3:24][N:25]([CH3:29])[CH2:26][CH2:27][NH2:28]. Given the product [CH3:24][N:25]([CH3:29])[CH2:26][CH2:27][NH:28][C:21]([C:17]1[C:18]2[C:13](=[CH:12][C:11]([O:10][C:8]3[CH:7]=[CH:6][N:5]=[C:4]4[CH:3]=[CH:2][S:1][C:9]=34)=[CH:20][CH:19]=2)[CH:14]=[CH:15][CH:16]=1)=[O:23], predict the reactants needed to synthesize it.